Dataset: Reaction yield outcomes from USPTO patents with 853,638 reactions. Task: Predict the reaction yield, written as a fraction of the theoretical maximum amount of product (1.0 means a 100% yield; for example, 0.34 means a 34% yield). (1) The reactants are CC(OC(/N=N/C(OC(C)C)=O)=O)C.[Br:15][C:16]1[CH:17]=[CH:18][C:19]([F:24])=[C:20]([CH2:22]O)[CH:21]=1.[C:25]1(=[O:35])[C:33]2[C:28](=[CH:29][CH:30]=[CH:31][CH:32]=2)[C:27](=[O:34])[NH:26]1.C1C=CC(P(C2C=CC=CC=2)C2C=CC=CC=2)=CC=1. The catalyst is O1CCCC1. The product is [Br:15][C:16]1[CH:17]=[CH:18][C:19]([F:24])=[C:20]([CH2:22][N:26]2[C:27](=[O:34])[C:28]3[C:33](=[CH:32][CH:31]=[CH:30][CH:29]=3)[C:25]2=[O:35])[CH:21]=1. The yield is 0.610. (2) The reactants are [Cl:1][C:2]1[N:7]=[C:6]([NH:8]C(=O)C(C)(C)C)[CH:5]=[CH:4][C:3]=1[CH2:15][CH3:16].[OH-].[Na+]. The catalyst is Cl. The product is [Cl:1][C:2]1[N:7]=[C:6]([NH2:8])[CH:5]=[CH:4][C:3]=1[CH2:15][CH3:16]. The yield is 0.860. (3) The reactants are C([SiH2][O:6][C:7](C)(C)[C:8]1[CH:23]=[CH:22][C:11]([C:12]([C:14]2[CH:15]=[N:16][CH:17]=[C:18]([CH:21]=2)[C:19]#[N:20])=[O:13])=[CH:10][CH:9]=1)(C)(C)C.C(=O)(O)[O-].[Na+]. The catalyst is Cl.O1CCCC1. The product is [OH:6][CH2:7][C:8]1[CH:9]=[CH:10][C:11]([C:12]([C:14]2[CH:15]=[N:16][CH:17]=[C:18]([CH:21]=2)[C:19]#[N:20])=[O:13])=[CH:22][CH:23]=1. The yield is 0.940. (4) The reactants are [CH3:1][N:2]1[C:14]2[C:13]3[N:12]=[CH:11][N:10]=[CH:9][C:8]=3[CH2:7][CH2:6][C:5]=2[C:4]([C:15]([O:17]CC)=[O:16])=[N:3]1.C(O)C.[OH-].[K+:24]. No catalyst specified. The product is [CH3:1][N:2]1[C:14]2[C:13]3[N:12]=[CH:11][N:10]=[CH:9][C:8]=3[CH2:7][CH2:6][C:5]=2[C:4]([C:15]([O-:17])=[O:16])=[N:3]1.[K+:24]. The yield is 0.800. (5) The reactants are C(OC([NH:8][C@H:9]([C:11]([NH:13][CH:14]1[N:20]=[C:19]([C:21]2[CH:26]=[CH:25][CH:24]=[CH:23][N:22]=2)[C:18]2[CH:27]=[CH:28][CH:29]=[CH:30][C:17]=2[N:16]([CH2:31][C:32](=[O:37])[C:33]([CH3:36])([CH3:35])[CH3:34])[C:15]1=[O:38])=[O:12])[CH3:10])=O)(C)(C)C.C(O)(C(F)(F)F)=O. No catalyst specified. The yield is 0.930. The product is [NH2:8][C@H:9]([C:11]([NH:13][CH:14]1[N:20]=[C:19]([C:21]2[CH:26]=[CH:25][CH:24]=[CH:23][N:22]=2)[C:18]2[CH:27]=[CH:28][CH:29]=[CH:30][C:17]=2[N:16]([CH2:31][C:32](=[O:37])[C:33]([CH3:35])([CH3:34])[CH3:36])[C:15]1=[O:38])=[O:12])[CH3:10].